From a dataset of CYP3A4 inhibition data for predicting drug metabolism from PubChem BioAssay. Regression/Classification. Given a drug SMILES string, predict its absorption, distribution, metabolism, or excretion properties. Task type varies by dataset: regression for continuous measurements (e.g., permeability, clearance, half-life) or binary classification for categorical outcomes (e.g., BBB penetration, CYP inhibition). Dataset: cyp3a4_veith. The compound is O=C(c1cccc(F)c1)N1CCC[C@@]2(CCN(C(c3ccccc3)c3ccccc3)C2)C1. The result is 1 (inhibitor).